This data is from Forward reaction prediction with 1.9M reactions from USPTO patents (1976-2016). The task is: Predict the product of the given reaction. (1) Given the reactants Cl[C:2]1[CH:10]=[C:9]([F:11])[CH:8]=[C:7]2[C:3]=1[CH:4]=[CH:5][NH:6]2.B1(B2OC(C)(C)C(C)(C)O2)OC(C)(C)C(C)(C)O1.C1(P(C2CCCCC2)C2CCCCC2)CCCCC1.C([O-])(=O)C.[K+].Br[C:55]1[NH:56][C:57]2[C:62]([N:63]=1)=[C:61]([N:64]1[CH2:69][CH2:68][O:67][CH2:66][C@H:65]1[CH3:70])[N:60]=[C:59]([N:71]1[CH2:76][CH2:75][O:74][CH2:73][C@@H:72]1[CH3:77])[N:58]=2.[F-].[Cs+], predict the reaction product. The product is: [F:11][C:9]1[CH:8]=[C:7]2[C:3]([CH:4]=[CH:5][NH:6]2)=[C:2]([C:55]2[NH:56][C:57]3[C:62]([N:63]=2)=[C:61]([N:64]2[CH2:69][CH2:68][O:67][CH2:66][C@H:65]2[CH3:70])[N:60]=[C:59]([N:71]2[CH2:76][CH2:75][O:74][CH2:73][C@@H:72]2[CH3:77])[N:58]=3)[CH:10]=1. (2) Given the reactants [CH3:1][N:2]([CH3:16])[N:3]=[CH:4][C:5]1[CH:13]=[CH:12][CH:11]=[C:10]2[C:6]=1[C:7](=[O:15])O[C:9]2=[O:14].Cl.[NH2:18][CH:19]1[CH2:25][CH2:24][C:23](=[O:26])[NH:22][C:20]1=[O:21].N1C=CN=C1.C(O)(=O)C, predict the reaction product. The product is: [CH3:16][N:2]([CH3:1])[N:3]=[CH:4][C:5]1[CH:13]=[CH:12][CH:11]=[C:10]2[C:6]=1[C:7](=[O:15])[N:18]([CH:19]1[CH2:25][CH2:24][C:23](=[O:26])[NH:22][C:20]1=[O:21])[C:9]2=[O:14]. (3) The product is: [F:15][C:16]1[CH:17]=[C:18]([NH:24][CH2:10][CH2:9][C:6]2[CH:7]=[CH:8][C:3]([C:2]([F:14])([F:13])[F:1])=[CH:4][CH:5]=2)[CH:19]=[CH:20][C:21]=1[O:22][CH3:23]. Given the reactants [F:1][C:2]([F:14])([F:13])[C:3]1[CH:8]=[CH:7][C:6]([CH2:9][C:10](O)=O)=[CH:5][CH:4]=1.[F:15][C:16]1[CH:17]=[C:18]([NH2:24])[CH:19]=[CH:20][C:21]=1[O:22][CH3:23], predict the reaction product.